The task is: Predict which catalyst facilitates the given reaction.. This data is from Catalyst prediction with 721,799 reactions and 888 catalyst types from USPTO. Reactant: Cl[CH2:2][C:3]([N:5]1[CH2:10][C@H:9]([CH3:11])[N:8]([CH2:12][C:13]2[CH:18]=[CH:17][C:16]([F:19])=[CH:15][CH:14]=2)[CH2:7][C@H:6]1[CH3:20])=[O:4].[Cl:21][C:22]1[CH:23]=[CH:24][C:25]([OH:33])=[C:26]([CH2:28][S:29]([NH2:32])(=[O:31])=[O:30])[CH:27]=1.C(=O)([O-])[O-].[K+].[K+].[I-].[K+]. Product: [Cl:21][C:22]1[CH:23]=[CH:24][C:25]([O:33][CH2:2][C:3]([N:5]2[CH2:10][C@H:9]([CH3:11])[N:8]([CH2:12][C:13]3[CH:18]=[CH:17][C:16]([F:19])=[CH:15][CH:14]=3)[CH2:7][C@H:6]2[CH3:20])=[O:4])=[C:26]([CH2:28][S:29]([NH2:32])(=[O:31])=[O:30])[CH:27]=1. The catalyst class is: 35.